Predict the reaction yield, written as a fraction of the theoretical maximum amount of product (1.0 means a 100% yield; for example, 0.34 means a 34% yield). From a dataset of Reaction yield outcomes from USPTO patents with 853,638 reactions. (1) The reactants are [C:1]([O:5][C:6](=[O:34])[NH:7][C:8]([C:10]1[S:11][C:12]([S:32][CH3:33])=[C:13]([S:15]([C:18]2[CH:19]=[C:20]([C:24]3[CH:29]=[CH:28][C:27]([NH2:30])=[CH:26][C:25]=3[CH3:31])[CH:21]=[CH:22][CH:23]=2)(=[O:17])=[O:16])[CH:14]=1)=[NH:9])([CH3:4])([CH3:3])[CH3:2].CCN(C(C)C)C(C)C.[F:44][C:45]([F:58])([F:57])[S:46](O[S:46]([C:45]([F:58])([F:57])[F:44])(=[O:48])=[O:47])(=[O:48])=[O:47].C([O-])(O)=O.[Na+]. The catalyst is C(Cl)Cl. The product is [C:1]([O:5][C:6](=[O:34])[NH:7][C:8](=[NH:9])[C:10]1[S:11][C:12]([S:32][CH3:33])=[C:13]([S:15]([C:18]2[CH:19]=[C:20]([C:24]3[CH:29]=[CH:28][C:27]([NH:30][S:46]([C:45]([F:58])([F:57])[F:44])(=[O:48])=[O:47])=[CH:26][C:25]=3[CH3:31])[CH:21]=[CH:22][CH:23]=2)(=[O:17])=[O:16])[CH:14]=1)([CH3:4])([CH3:3])[CH3:2]. The yield is 0.210. (2) The reactants are Cl[CH2:2][C:3]1[N:4]=[C:5]2[C:10]([NH:11][C:12](=[O:17])[C:13]([CH3:16])([CH3:15])[CH3:14])=[CH:9][CH:8]=[CH:7][N:6]2[C:18]=1[CH3:19].[CH3:20][OH:21]. No catalyst specified. The product is [CH3:20][O:21][CH2:2][C:3]1[N:4]=[C:5]2[C:10]([NH:11][C:12](=[O:17])[C:13]([CH3:16])([CH3:15])[CH3:14])=[CH:9][CH:8]=[CH:7][N:6]2[C:18]=1[CH3:19]. The yield is 0.990. (3) The reactants are [Br:1][C:2]1[CH:7]=[CH:6][C:5]([N:8]=[C:9]=[O:10])=[CH:4][C:3]=1[C:11]([F:14])([F:13])[F:12].[CH3:15][NH:16][C:17]([C:19]1[CH:24]=[C:23]([O:25][C:26]2[CH:32]=[CH:31][C:29]([NH2:30])=[CH:28][CH:27]=2)[CH:22]=[CH:21][N:20]=1)=[O:18]. The catalyst is C(Cl)Cl. The product is [Br:1][C:2]1[CH:7]=[CH:6][C:5]([NH:8][C:9]([NH:30][C:29]2[CH:28]=[CH:27][C:26]([O:25][C:23]3[CH:22]=[CH:21][N:20]=[C:19]([C:17](=[O:18])[NH:16][CH3:15])[CH:24]=3)=[CH:32][CH:31]=2)=[O:10])=[CH:4][C:3]=1[C:11]([F:12])([F:13])[F:14]. The yield is 0.900. (4) The reactants are [OH:1][CH2:2][C@H:3]1[CH2:7][CH2:6][C@@H:5]([C:8]2[CH:13]=[CH:12][CH:11]=[CH:10][CH:9]=2)[N:4]1[C:14]([O:16][C:17]([CH3:20])([CH3:19])[CH3:18])=[O:15].CCN(CC)CC.N1C=CC=CC=1. The catalyst is CS(C)=O. The product is [CH:2]([C@H:3]1[CH2:7][CH2:6][C@@H:5]([C:8]2[CH:9]=[CH:10][CH:11]=[CH:12][CH:13]=2)[N:4]1[C:14]([O:16][C:17]([CH3:20])([CH3:19])[CH3:18])=[O:15])=[O:1]. The yield is 0.880.